Predict the product of the given reaction. From a dataset of Forward reaction prediction with 1.9M reactions from USPTO patents (1976-2016). The product is: [N:1]1([C:6]2[N:11]=[C:10]([NH:12][C:13]([C:15]3[C:19]4[N:20]=[C:21]([NH:25][C@@H:26]5[CH2:31][CH2:30][O:29][CH2:28][C@@H:27]5[NH:32][C:33](=[O:39])[O:34][C:35]([CH3:37])([CH3:36])[CH3:38])[N:22]=[CH:23][C:18]=4[S:17][CH:16]=3)=[O:14])[CH:9]=[CH:8][CH:7]=2)[CH:5]=[CH:4][NH:3][NH:2]1. Given the reactants [N:1]1([C:6]2[N:11]=[C:10]([NH:12][C:13]([C:15]3[C:19]4[N:20]=[C:21](Cl)[N:22]=[CH:23][C:18]=4[S:17][CH:16]=3)=[O:14])[CH:9]=[CH:8][CH:7]=2)[CH:5]=[CH:4][NH:3][NH:2]1.[NH2:25][C@@H:26]1[CH2:31][CH2:30][O:29][CH2:28][C@@H:27]1[NH:32][C:33](=[O:39])[O:34][C:35]([CH3:38])([CH3:37])[CH3:36].CCN(C(C)C)C(C)C, predict the reaction product.